Dataset: Reaction yield outcomes from USPTO patents with 853,638 reactions. Task: Predict the reaction yield, written as a fraction of the theoretical maximum amount of product (1.0 means a 100% yield; for example, 0.34 means a 34% yield). (1) The reactants are [Cl:1][C:2]1[N:3]([CH2:10][C@:11]2([CH3:14])[CH2:13][O:12]2)[CH:4]=[C:5]([N+:7]([O-:9])=[O:8])[N:6]=1.[Cl:15][C:16]1[CH:21]=[CH:20][C:19]([CH2:22][CH2:23][O:24][CH:25]2[CH2:30][CH2:29][NH:28][CH2:27][CH2:26]2)=[CH:18][CH:17]=1. No catalyst specified. The product is [Cl:1][C:2]1[N:3]([CH2:10][C@@:11]([CH3:14])([OH:12])[CH2:13][N:28]2[CH2:27][CH2:26][CH:25]([O:24][CH2:23][CH2:22][C:19]3[CH:18]=[CH:17][C:16]([Cl:15])=[CH:21][CH:20]=3)[CH2:30][CH2:29]2)[CH:4]=[C:5]([N+:7]([O-:9])=[O:8])[N:6]=1. The yield is 0.710. (2) The reactants are [N+:1]([C:4]1[CH:26]=[CH:25][C:7]([O:8][C:9]2[C:22]([Br:23])=[CH:21][C:12]([C:13]([NH:15][CH2:16][C:17]([O:19][CH3:20])=[O:18])=[O:14])=[CH:11][C:10]=2[Br:24])=[CH:6][CH:5]=1)([O-])=O. The catalyst is C(OCC)(=O)C.[Pt]=O. The product is [NH2:1][C:4]1[CH:5]=[CH:6][C:7]([O:8][C:9]2[C:10]([Br:24])=[CH:11][C:12]([C:13]([NH:15][CH2:16][C:17]([O:19][CH3:20])=[O:18])=[O:14])=[CH:21][C:22]=2[Br:23])=[CH:25][CH:26]=1. The yield is 0.750. (3) The product is [Cl:22][C:23]1[C:24]([CH:32]=[O:33])=[C:25]([C:2]2[N:7]=[C:6]([N:8]3[C:12]([C:13]([F:14])([F:15])[F:16])=[C:11]([C:17]([O:19][CH2:20][CH3:21])=[O:18])[CH:10]=[N:9]3)[CH:5]=[CH:4][CH:3]=2)[CH:26]=[CH:27][CH:28]=1. The catalyst is COCCOC.O.C1C=CC([P]([Pd]([P](C2C=CC=CC=2)(C2C=CC=CC=2)C2C=CC=CC=2)([P](C2C=CC=CC=2)(C2C=CC=CC=2)C2C=CC=CC=2)[P](C2C=CC=CC=2)(C2C=CC=CC=2)C2C=CC=CC=2)(C2C=CC=CC=2)C2C=CC=CC=2)=CC=1. The yield is 0.420. The reactants are Cl[C:2]1[N:7]=[C:6]([N:8]2[C:12]([C:13]([F:16])([F:15])[F:14])=[C:11]([C:17]([O:19][CH2:20][CH3:21])=[O:18])[CH:10]=[N:9]2)[CH:5]=[CH:4][CH:3]=1.[Cl:22][C:23]1[C:24]([CH:32]=[O:33])=[C:25](B(O)O)[CH:26]=[CH:27][CH:28]=1.C(=O)([O-])[O-].[Na+].[Na+].